From a dataset of Full USPTO retrosynthesis dataset with 1.9M reactions from patents (1976-2016). Predict the reactants needed to synthesize the given product. (1) Given the product [C:17]([C:19]([C:22]1[CH:23]=[C:24]([CH:28]=[CH:29][CH:30]=1)[C:25]([NH:2][C:3]1[CH:4]=[CH:5][C:6]([CH2:10][CH3:11])=[C:7]([OH:9])[CH:8]=1)=[O:26])([CH3:21])[CH3:20])#[N:18], predict the reactants needed to synthesize it. The reactants are: Cl.[NH2:2][C:3]1[CH:4]=[CH:5][C:6]([CH2:10][CH3:11])=[C:7]([OH:9])[CH:8]=1.C(=O)([O-])O.[Na+].[C:17]([C:19]([C:22]1[CH:23]=[C:24]([CH:28]=[CH:29][CH:30]=1)[C:25](Cl)=[O:26])([CH3:21])[CH3:20])#[N:18]. (2) Given the product [CH3:1][C:2]1[CH:3]=[CH:4][C:5]2[NH:26][C:27](=[O:32])[C@H:28]([CH3:31])[CH:29]=[CH:30][CH2:15][C@H:14]([NH:18][C:19](=[O:25])[O:20][C:21]([CH3:23])([CH3:24])[CH3:22])[C:10]3[CH:9]=[C:8]([CH:13]=[CH:12][CH:11]=3)[C:6]=2[N:7]=1, predict the reactants needed to synthesize it. The reactants are: [CH3:1][C:2]1[N:7]=[C:6]([C:8]2[CH:9]=[C:10]([C@@H:14]([NH:18][C:19](=[O:25])[O:20][C:21]([CH3:24])([CH3:23])[CH3:22])[CH2:15]C=C)[CH:11]=[CH:12][CH:13]=2)[C:5]([NH:26][C:27](=[O:32])[C@H:28]([CH3:31])[CH:29]=[CH2:30])=[CH:4][CH:3]=1. (3) Given the product [CH:39]([C:31]1[CH:32]=[CH:33][CH:34]=[C:35]([CH:36]([CH3:37])[CH3:38])[C:30]=1[NH:29][C:27](=[O:28])[CH2:26][N:15]1[CH2:16][C:17]2([CH2:22][CH2:21][CH2:20][CH2:19][CH2:18]2)[N:13]([C:7]2[CH:8]=[CH:9][CH:10]=[CH:11][CH:12]=2)[S:14]1(=[O:23])=[O:24])([CH3:40])[CH3:41], predict the reactants needed to synthesize it. The reactants are: C(=O)([O-])[O-].[K+].[K+].[C:7]1([N:13]2[C:17]3([CH2:22][CH2:21][CH2:20][CH2:19][CH2:18]3)[CH2:16][NH:15][S:14]2(=[O:24])=[O:23])[CH:12]=[CH:11][CH:10]=[CH:9][CH:8]=1.Cl[CH2:26][C:27]([NH:29][C:30]1[C:35]([CH:36]([CH3:38])[CH3:37])=[CH:34][CH:33]=[CH:32][C:31]=1[CH:39]([CH3:41])[CH3:40])=[O:28].O. (4) Given the product [CH3:23][C:19]1[CH:20]=[CH:21][CH:22]=[C:2]([CH3:1])[C:3]=1[CH2:4][O:5][C:6]1[CH:7]=[C:8]([CH:14]=[CH:15][C:16]=1[O:17][CH3:18])[C:9]([OH:11])=[O:10], predict the reactants needed to synthesize it. The reactants are: [CH3:1][C:2]1[CH:22]=[CH:21][CH:20]=[C:19]([CH3:23])[C:3]=1[CH2:4][O:5][C:6]1[CH:7]=[C:8]([CH:14]=[CH:15][C:16]=1[O:17][CH3:18])[C:9]([O:11]CC)=[O:10].[OH-].[Na+]. (5) Given the product [Cl:18][CH:10]1[C:11]([C:6]#[C:5][Si:2]([CH3:4])([CH3:3])[CH3:1])=[C:12]([CH2:15][CH3:16])[C:13]([Cl:14])=[C:8]([C:6]#[C:5][Si:2]([CH3:4])([CH3:3])[CH3:1])[C:9]1([O:21][CH2:22][CH2:23][CH2:24][CH2:25][CH2:26][CH3:27])[CH2:19][CH3:20], predict the reactants needed to synthesize it. The reactants are: [CH3:1][Si:2]([C:5]#[CH:6])([CH3:4])[CH3:3].Br[CH:8]1[C:13]([Cl:14])=[C:12]([CH2:15][CH3:16])[C:11](Br)=[C:10]([Cl:18])[C:9]1([O:21][CH2:22][CH2:23][CH2:24][CH2:25][CH2:26][CH3:27])[CH2:19][CH3:20]. (6) Given the product [S:1]1[CH:5]=[CH:4][CH:3]=[C:2]1[CH2:6][O:7][C:8]1[N:9]=[CH:10][C:11]([N:15]2[CH2:20][CH2:19][NH:18][CH2:17][CH2:16]2)=[CH:12][CH:13]=1, predict the reactants needed to synthesize it. The reactants are: [S:1]1[CH:5]=[CH:4][CH:3]=[C:2]1[CH2:6][O:7][C:8]1[CH:13]=[CH:12][C:11](Br)=[CH:10][N:9]=1.[NH:15]1[CH2:20][CH2:19][NH:18][CH2:17][CH2:16]1. (7) The reactants are: O[CH:2]1[CH2:5][CH:4]([NH:6][C:7](=[O:13])[O:8][C:9]([CH3:12])([CH3:11])[CH3:10])[CH2:3]1.C(N(CC)CC)C.[S:21](Cl)([C:24]1[CH:30]=[CH:29][C:27]([CH3:28])=[CH:26][CH:25]=1)(=[O:23])=[O:22]. Given the product [S:21]([CH:2]1[CH2:5][CH:4]([NH:6][C:7](=[O:13])[O:8][C:9]([CH3:12])([CH3:11])[CH3:10])[CH2:3]1)([C:24]1[CH:30]=[CH:29][C:27]([CH3:28])=[CH:26][CH:25]=1)(=[O:23])=[O:22], predict the reactants needed to synthesize it. (8) The reactants are: [CH3:1][C:2]1[CH:7]=[CH:6][C:5]([CH3:8])=[CH:4][C:3]=1[OH:9].[O-]CC.[Na+].Br[CH2:15][CH2:16][CH2:17][C:18]([O:20]CC)=[O:19].[OH-].[Na+]. Given the product [CH3:1][C:2]1[CH:7]=[CH:6][C:5]([CH3:8])=[CH:4][C:3]=1[O:9][CH2:15][CH2:16][CH2:17][C:18]([OH:20])=[O:19], predict the reactants needed to synthesize it. (9) The reactants are: C(OC([NH:11][C@H:12]([C:20]([OH:22])=O)[CH2:13][CH2:14][CH2:15][NH:16][C:17](=[NH:19])[NH2:18])=O)C1C=CC=CC=1.[CH:23]1([S:27]([Cl:30])(=[O:29])=[O:28])[CH2:26][CH2:25][CH2:24]1.[NH:31]1[CH2:35][CH2:34][CH2:33][CH2:32]1. Given the product [ClH:30].[NH:19]=[C:17]([NH:18][S:27]([CH:23]1[CH2:26][CH2:25][CH2:24]1)(=[O:29])=[O:28])[NH:16][CH2:15][CH2:14][CH2:13][C@@H:12]([C:20]([N:31]1[CH2:35][CH2:34][CH2:33][CH2:32]1)=[O:22])[NH2:11], predict the reactants needed to synthesize it.